From a dataset of Peptide-MHC class I binding affinity with 185,985 pairs from IEDB/IMGT. Regression. Given a peptide amino acid sequence and an MHC pseudo amino acid sequence, predict their binding affinity value. This is MHC class I binding data. (1) The MHC is HLA-A02:01 with pseudo-sequence HLA-A02:01. The binding affinity (normalized) is 0.353. The peptide sequence is ETLPELNLSL. (2) The peptide sequence is LMKNRLKELI. The MHC is Mamu-B17 with pseudo-sequence Mamu-B17. The binding affinity (normalized) is 0.377. (3) The peptide sequence is HPVGEADYF. The MHC is HLA-A03:01 with pseudo-sequence HLA-A03:01. The binding affinity (normalized) is 0. (4) The peptide sequence is RLKTSGVYM. The MHC is H-2-Ld with pseudo-sequence H-2-Ld. The binding affinity (normalized) is 0.130. (5) The peptide sequence is YPASLHKFF. The MHC is HLA-B15:09 with pseudo-sequence HLA-B15:09. The binding affinity (normalized) is 0.0847. (6) The binding affinity (normalized) is 0.307. The peptide sequence is NHHPRARSM. The MHC is HLA-B08:01 with pseudo-sequence HLA-B08:01. (7) The peptide sequence is GQFDSMLAK. The MHC is HLA-B08:02 with pseudo-sequence HLA-B08:02. The binding affinity (normalized) is 0.0847.